From a dataset of Full USPTO retrosynthesis dataset with 1.9M reactions from patents (1976-2016). Predict the reactants needed to synthesize the given product. (1) Given the product [C:1]1([CH3:11])[CH:6]=[CH:5][C:4]([S:7]([O:17][CH2:12][CH2:13][CH2:14][CH:15]=[CH2:16])(=[O:9])=[O:8])=[CH:3][CH:2]=1, predict the reactants needed to synthesize it. The reactants are: [C:1]1([CH3:11])[CH:6]=[CH:5][C:4]([S:7](Cl)(=[O:9])=[O:8])=[CH:3][CH:2]=1.[CH2:12]([OH:17])[CH2:13][CH2:14][CH:15]=[CH2:16].N1C=CC=CC=1.O. (2) Given the product [Br:1][C:2]1[CH:7]=[CH:6][CH:5]=[C:4]([CH2:8][Br:18])[C:3]=1[O:9][CH3:10], predict the reactants needed to synthesize it. The reactants are: [Br:1][C:2]1[CH:7]=[CH:6][CH:5]=[C:4]([CH3:8])[C:3]=1[O:9][CH3:10].C1C(=O)N([Br:18])C(=O)C1. (3) Given the product [CH3:8][N:7]1[C:6](=[O:9])[CH:5]=[C:4]([C:10]2[CH:15]=[CH:14][N:13]=[CH:12][N:11]=2)[N:3]=[C:2]1[N:19]1[CH2:20][CH2:21][O:22][CH2:23][C@H:18]1[CH3:17], predict the reactants needed to synthesize it. The reactants are: Cl[C:2]1[N:7]([CH3:8])[C:6](=[O:9])[CH:5]=[C:4]([C:10]2[CH:15]=[CH:14][N:13]=[CH:12][N:11]=2)[N:3]=1.Cl.[CH3:17][C@@H:18]1[CH2:23][O:22][CH2:21][CH2:20][NH:19]1.C(N(CC)CC)C. (4) Given the product [F:1][C:2]1[CH:7]=[CH:6][C:5]([CH2:8][C:9]2[CH:18]=[C:17]3[C:12]([C:13]([OH:25])=[C:14]([C:20]([NH:29][CH2:28][CH2:26][OH:27])=[O:21])[C:15](=[O:19])[NH:16]3)=[N:11][CH:10]=2)=[CH:4][CH:3]=1, predict the reactants needed to synthesize it. The reactants are: [F:1][C:2]1[CH:7]=[CH:6][C:5]([CH2:8][C:9]2[CH:18]=[C:17]3[C:12]([C:13]([OH:25])=[C:14]([C:20](OCC)=[O:21])[C:15](=[O:19])[NH:16]3)=[N:11][CH:10]=2)=[CH:4][CH:3]=1.[CH2:26]([CH2:28][NH2:29])[OH:27].